From a dataset of Drug-target binding data from BindingDB using IC50 measurements. Regression. Given a target protein amino acid sequence and a drug SMILES string, predict the binding affinity score between them. We predict pIC50 (pIC50 = -log10(IC50 in M); higher means more potent). Dataset: bindingdb_ic50. (1) The compound is N#CC(c1ccnc(NCCc2ccc(F)cc2)n1)c1nc2ccccc2s1. The target protein sequence is MSLHFLYYCSEPTLDVKIAFCQGFDKHVDVSSVVKHYNMSKSKVDNQFYSVEVGDSTFTVLKRYQNLKPIGSGAQGIVCAAYDAVLDRNVAIKKLSRPFQNQTHAKRAYRELVLMKCVNHKNIISLLNVFTPQKTLEEFQDVYLVMELMDANLCQVIQMELDHERMSYLLYQMLSAIKHLHSAGIIHRDLKPSNIVVKSDCTLKILDFGLARTAGTSFMMTPYVVTRYYRAPEVILGMGYKENVDIWSVGCIMGEMVRHKILFPGRDYIDQWNKVIEQLGTPCPEFMKKLQPTVRNYVENRPKYAGLTFPKLFPDSLFPADSEHNKLKASQARDLLSKMLVIDPAKRISVDDALQHPYINVWYDPAEVEAPPPQIYDKQLDEREHTIEEWKELIYKEVMNSEEKTKNGVVKGQPSPSGAAVNSSESLPPSSSVNDISSMSTDQTLASDTDSSLEASAGPLGCCR. The pIC50 is 5.3. (2) The small molecule is O=C(O)CN1C(=O)/C(=C/c2cccc(Oc3ccccc3)c2)SC1=S. The target protein sequence is AHNIVLYTGAKMPILGLGTWKSPPGKVTEAVKVAIDLGYRHIDCAHVYQNENEVGLALQAKLQEQVVKREDLFIVSKLWCTYHDKDLVKGACQKTLSDLKLDYLDLYLIHWPTGFKPGKDFFPLDEDGNVIPSEKDFVDTWTAMEELVDEGLVKAIGVSNFNHLQVEKILNKPGLKYKPAVNQIECHPYLTQEKLIQYCNSKGIVVTAYSPLGSPDRPWAKPEDPSILEDPRIKAIADKYNKTTAQVLIRFPIQRNLIVIPKSVTPERIAENFQVFDFELDKEDMNTLLSYNRDWRACALVSCASHRDYPFHEEF. The pIC50 is 6.4.